From a dataset of Forward reaction prediction with 1.9M reactions from USPTO patents (1976-2016). Predict the product of the given reaction. (1) Given the reactants Br[C:2]1[CH:3]=[C:4]2[C:9](=[CH:10][CH:11]=1)[N:8]=[CH:7][C:6]([C:12]([CH:14]1[CH2:16][CH2:15]1)=[O:13])=[C:5]2[NH:17][CH:18]1[CH2:23][CH2:22][C:21]([N:25]([CH2:29][CH:30]=[CH2:31])[CH2:26][CH:27]=[CH2:28])([CH3:24])[CH2:20][CH2:19]1.[Cl:32][C:33]1[CH:38]=[C:37](B2OC(C)(C)C(C)(C)O2)[CH:36]=[C:35]([O:48][CH3:49])[C:34]=1[OH:50], predict the reaction product. The product is: [Cl:32][C:33]1[CH:38]=[C:37]([C:2]2[CH:3]=[C:4]3[C:9](=[CH:10][CH:11]=2)[N:8]=[CH:7][C:6]([C:12]([CH:14]2[CH2:16][CH2:15]2)=[O:13])=[C:5]3[NH:17][CH:18]2[CH2:19][CH2:20][C:21]([N:25]([CH2:26][CH:27]=[CH2:28])[CH2:29][CH:30]=[CH2:31])([CH3:24])[CH2:22][CH2:23]2)[CH:36]=[C:35]([O:48][CH3:49])[C:34]=1[OH:50]. (2) Given the reactants [Cl:1][C:2]1[CH:7]=[CH:6][C:5](B(O)O)=[CH:4][CH:3]=1.[ClH:11].NO.C(=O)([O-])[O-].[K+].[K+].[CH3:20][C:21]#[N:22], predict the reaction product. The product is: [Cl:1][C:2]1[CH:7]=[CH:6][C:5]([NH:22][C:21]2[CH:4]=[CH:3][C:2]([Cl:11])=[CH:7][CH:20]=2)=[CH:4][CH:3]=1. (3) Given the reactants [CH3:1][O:2][C:3]1[CH:11]=[C:10]2[C:6]([CH:7]=[CH:8][NH:9]2)=[CH:5][CH:4]=1.I[C:13]1[CH:18]=[CH:17][CH:16]=[CH:15][CH:14]=1, predict the reaction product. The product is: [CH3:1][O:2][C:3]1[CH:11]=[C:10]2[C:6]([CH:7]=[CH:8][N:9]2[C:13]2[CH:18]=[CH:17][CH:16]=[CH:15][CH:14]=2)=[CH:5][CH:4]=1.